Dataset: Forward reaction prediction with 1.9M reactions from USPTO patents (1976-2016). Task: Predict the product of the given reaction. (1) Given the reactants [Li][CH2:2]CCC.[CH2:6]([CH:8]1[CH2:13][CH2:12][CH:11]([C:14]2[CH:19]=[CH:18][C:17]([C:20]3[Se:21][CH:22]=[CH:23][CH:24]=3)=[C:16]([F:25])[C:15]=2[F:26])[CH2:10][CH2:9]1)[CH3:7].CI.[Cl-].[NH4+].N, predict the reaction product. The product is: [CH2:6]([CH:8]1[CH2:9][CH2:10][CH:11]([C:14]2[CH:19]=[CH:18][C:17]([C:20]3[Se:21][C:22]([CH3:2])=[CH:23][CH:24]=3)=[C:16]([F:25])[C:15]=2[F:26])[CH2:12][CH2:13]1)[CH3:7]. (2) Given the reactants [C:1]([C@@H:3]1[CH2:7][CH2:6][N:5]([CH2:8][C:9]2[CH:14]=[CH:13][CH:12]=[CH:11][CH:10]=2)[CH2:4]1)#[N:2].[CH2:15]([Mg]Br)[CH3:16].[OH-].[Na+], predict the reaction product. The product is: [NH2:2][C:1]1([C@@H:3]2[CH2:7][CH2:6][N:5]([CH2:8][C:9]3[CH:14]=[CH:13][CH:12]=[CH:11][CH:10]=3)[CH2:4]2)[CH2:16][CH2:15]1. (3) Given the reactants CO[C:3]1([C:13]2[C:22]3[C:17](=[CH:18][CH:19]=[CH:20][CH:21]=3)[CH:16]=[CH:15][CH:14]=2)[C:11]2[C:6](=[C:7](Br)[CH:8]=[CH:9][CH:10]=2)[CH2:5][CH2:4]1.[C:23]1([C:33]2[C:41]3[C:36](=[C:37]([OH:42])[CH:38]=[CH:39][CH:40]=3)[CH2:35][CH:34]=2)[C:32]2[C:27](=[CH:28][CH:29]=[CH:30][CH:31]=2)[CH:26]=[CH:25][CH:24]=1.[O-]P([O-])([O-])=O.[K+].[K+].[K+].C(P(C(C)(C)C)C1C=CC=CC=1C1C=CC=CC=1N(C)C)(C)(C)C, predict the reaction product. The product is: [C:23]1([C:33]2[C:41]3[C:36](=[C:37]([O:42][C:7]4[CH:8]=[CH:9][CH:10]=[C:11]5[C:6]=4[CH2:5][CH:4]=[C:3]5[C:13]4[C:22]5[C:17](=[CH:18][CH:19]=[CH:20][CH:21]=5)[CH:16]=[CH:15][CH:14]=4)[CH:38]=[CH:39][CH:40]=3)[CH2:35][CH:34]=2)[C:32]2[C:27](=[CH:28][CH:29]=[CH:30][CH:31]=2)[CH:26]=[CH:25][CH:24]=1. (4) Given the reactants C(N(C(C)C)CC)(C)C.[NH2:10][C:11]1[CH:26]=[CH:25][C:24]([Cl:27])=[CH:23][C:12]=1[C:13]([NH:15][CH2:16][CH:17]1[CH2:22][CH2:21][CH2:20][CH2:19][CH2:18]1)=[O:14].[C:28]1([C:38](Cl)=[O:39])[C:37]2[C:32](=[CH:33][CH:34]=[CH:35][CH:36]=2)[CH:31]=[CH:30][CH:29]=1, predict the reaction product. The product is: [Cl:27][C:24]1[CH:25]=[CH:26][C:11]([NH:10][C:38]([C:28]2[C:37]3[C:32](=[CH:33][CH:34]=[CH:35][CH:36]=3)[CH:31]=[CH:30][CH:29]=2)=[O:39])=[C:12]([C:13]([NH:15][CH2:16][CH:17]2[CH2:22][CH2:21][CH2:20][CH2:19][CH2:18]2)=[O:14])[CH:23]=1. (5) The product is: [F:32][CH:33]([F:41])[O:1][CH2:2][CH:3]1[C:31]2[C:26](=[CH:27][CH:28]=[CH:29][CH:30]=2)[O:25][C:5]2([CH2:10][CH2:9][N:8]([C:11]([C:13]3[CH:18]=[CH:17][C:16]([O:19][CH:20]([CH3:21])[CH3:22])=[C:15]([O:23][CH3:24])[CH:14]=3)=[O:12])[CH2:7][CH2:6]2)[CH2:4]1. Given the reactants [OH:1][CH2:2][CH:3]1[C:31]2[C:26](=[CH:27][CH:28]=[CH:29][CH:30]=2)[O:25][C:5]2([CH2:10][CH2:9][N:8]([C:11]([C:13]3[CH:18]=[CH:17][C:16]([O:19][CH:20]([CH3:22])[CH3:21])=[C:15]([O:23][CH3:24])[CH:14]=3)=[O:12])[CH2:7][CH2:6]2)[CH2:4]1.[F:32][C:33]([F:41])(S(F)(=O)=O)C(O)=O, predict the reaction product. (6) Given the reactants [Br:1][C:2]1[CH:9]=[C:6]([CH:7]=[O:8])[C:5](O)=[CH:4][CH:3]=1.[C:11](=O)([O-])[O-:12].[K+].[K+].S(OC)(OC)(=O)=O, predict the reaction product. The product is: [Br:1][C:2]1[C:3]([O:12][CH3:11])=[CH:4][CH:5]=[C:6]([CH:9]=1)[CH:7]=[O:8]. (7) The product is: [CH3:22][C:23]1[N:33]([CH2:2][C:3]2[CH:4]=[CH:5][C:6]3=[C:7]([CH:21]=2)[O:8][CH2:9][C:10]2[CH:20]=[CH:19][CH:18]=[CH:17][C:11]=2/[C:12]/3=[C:13](\[CH3:16])/[C:14]#[N:15])[C:26]2=[N:27][C:28]([CH3:32])=[CH:29][C:30]([CH3:31])=[C:25]2[N:24]=1. Given the reactants O[CH2:2][C:3]1[CH:4]=[CH:5][C:6]2=[C:7]([CH:21]=1)[O:8][CH2:9][C:10]1[CH:20]=[CH:19][CH:18]=[CH:17][C:11]=1/[C:12]/2=[C:13](\[CH3:16])/[C:14]#[N:15].[CH3:22][C:23]1[NH:33][C:26]2=[N:27][C:28]([CH3:32])=[CH:29][C:30]([CH3:31])=[C:25]2[N:24]=1.C1(P(C2C=CC=CC=2)C2C=CC=CC=2)C=CC=CC=1.N(C(OC(C)(C)C)=O)=NC(OC(C)(C)C)=O, predict the reaction product.